Dataset: Forward reaction prediction with 1.9M reactions from USPTO patents (1976-2016). Task: Predict the product of the given reaction. (1) Given the reactants [Cl:1][C:2]1[CH:3]=[C:4]([S:9]([N:12]2[CH2:17][CH2:16][NH:15][C:14](=[O:18])[CH2:13]2)(=[O:11])=[O:10])[CH:5]=[CH:6][C:7]=1[Cl:8].Br[C:20]1[C:25]([C:26]([F:29])([F:28])[F:27])=[CH:24][CH:23]=[CH:22][N:21]=1.C(=O)([O-])[O-].[K+].[K+].CNCCNC, predict the reaction product. The product is: [Cl:1][C:2]1[CH:3]=[C:4]([S:9]([N:12]2[CH2:17][CH2:16][N:15]([C:20]3[C:25]([C:26]([F:29])([F:28])[F:27])=[CH:24][CH:23]=[CH:22][N:21]=3)[C:14](=[O:18])[CH2:13]2)(=[O:11])=[O:10])[CH:5]=[CH:6][C:7]=1[Cl:8]. (2) Given the reactants [CH3:1][N:2]1[C:10]2[C:5](=[CH:6][C:7]([OH:11])=[CH:8][CH:9]=2)[C:4]([C:12]2[N:20]([S:21]([C:24]3[CH:29]=[CH:28][C:27]([CH3:30])=[CH:26][CH:25]=3)(=[O:23])=[O:22])[C:15]3=[N:16][CH:17]=[CH:18][CH:19]=[C:14]3[CH:13]=2)=[CH:3]1.C(N(CC)CC)C.C1C=CC(N([S:45]([C:48]([F:51])([F:50])[F:49])(=[O:47])=[O:46])[S:45]([C:48]([F:51])([F:50])[F:49])(=[O:47])=[O:46])=CC=1.C(=O)(O)[O-].[Na+], predict the reaction product. The product is: [CH3:1][N:2]1[C:10]2[C:5](=[CH:6][C:7]([O:11][S:45]([C:48]([F:51])([F:50])[F:49])(=[O:47])=[O:46])=[CH:8][CH:9]=2)[C:4]([C:12]2[N:20]([S:21]([C:24]3[CH:29]=[CH:28][C:27]([CH3:30])=[CH:26][CH:25]=3)(=[O:23])=[O:22])[C:15]3=[N:16][CH:17]=[CH:18][CH:19]=[C:14]3[CH:13]=2)=[CH:3]1. (3) Given the reactants [Cl:1][C:2]1[CH:20]=[CH:19][C:5]([CH2:6][C:7]2[CH:8]=[N:9][C:10]3[N:11]([N:13]=[CH:14][C:15]=3[C:16](O)=[O:17])[CH:12]=2)=[CH:4][C:3]=1[O:21][C:22]([F:25])([F:24])[F:23].CN(C(ON1N=NC2C=CC=CC1=2)=[N+](C)C)C.[B-](F)(F)(F)F.C(N(CC)C(C)C)(C)C.[Cl-].[NH2:58][C:59](=[O:63])[CH2:60][CH2:61][NH3+:62], predict the reaction product. The product is: [NH2:58][C:59](=[O:63])[CH2:60][CH2:61][NH:62][C:16]([C:15]1[CH:14]=[N:13][N:11]2[CH:12]=[C:7]([CH2:6][C:5]3[CH:19]=[CH:20][C:2]([Cl:1])=[C:3]([O:21][C:22]([F:23])([F:25])[F:24])[CH:4]=3)[CH:8]=[N:9][C:10]=12)=[O:17]. (4) Given the reactants [CH3:1][CH:2]([CH2:5][CH2:6][CH3:7])[CH:3]=[O:4].[C:8]([OH:11])(=[O:10])[CH3:9], predict the reaction product. The product is: [OH:4][CH:3]([CH:2]([CH3:1])[CH2:5][CH2:6][CH3:7])[CH2:9][C:8]([OH:11])=[O:10]. (5) Given the reactants [CH3:1][CH:2]([N:4]1[C:12](/[CH:13]=[CH:14]/[CH:15]([OH:23])[CH2:16][CH:17]([OH:22])[CH2:18][C:19]([OH:21])=[O:20])=[C:11]([C:24]2[CH:25]=[CH:26][C:27]([F:30])=[CH:28][CH:29]=2)[C:10]2[CH:9]=[CH:8][CH:7]=[CH:6][C:5]1=2)[CH3:3].CC(N1C(/C=C/[C@@H](O)C[C@@H](O)CC([O-])=O)=C(C2C=CC(F)=CC=2)C2C=CC=CC1=2)C.[Na+:61], predict the reaction product. The product is: [CH3:3][CH:2]([N:4]1[C:12](/[CH:13]=[CH:14]/[CH:15]([OH:23])[CH2:16][CH:17]([OH:22])[CH2:18][C:19]([O-:21])=[O:20])=[C:11]([C:24]2[CH:29]=[CH:28][C:27]([F:30])=[CH:26][CH:25]=2)[C:10]2[CH:9]=[CH:8][CH:7]=[CH:6][C:5]1=2)[CH3:1].[Na+:61]. (6) Given the reactants Cl[CH2:2][CH2:3][CH2:4][CH2:5][C:6]#[CH:7].[F:8][C:9]([F:21])([F:20])[CH2:10][CH2:11][S:12]([CH2:15][C:16]([O:18][CH3:19])=[O:17])(=[O:14])=[O:13].[H-].[Na+].Cl, predict the reaction product. The product is: [F:21][C:9]([F:8])([F:20])[CH2:10][CH2:11][S:12]([CH:15]([CH2:7][CH2:6][CH2:5][CH2:4][C:3]#[CH:2])[C:16]([O:18][CH3:19])=[O:17])(=[O:13])=[O:14]. (7) The product is: [NH2:52][CH2:19][CH2:20][N:21]1[C:67]2[C:66](=[CH:71][CH:70]=[C:69]([CH2:17][O:18][CH:19]3[CH:24]([C:25]4[CH:30]=[CH:29][C:28]([O:31][CH2:32][CH2:33][CH2:34][O:35][CH2:36][C:37]5[CH:42]=[CH:41][CH:40]=[CH:39][C:38]=5[O:43][CH3:44])=[CH:27][CH:26]=4)[CH2:23][CH2:22][N:21]([C:45]([O:47][C:48]([CH3:51])([CH3:49])[CH3:50])=[O:46])[CH2:20]3)[CH:68]=2)[C:75]([CH3:74])([CH3:76])[CH2:22]1. Given the reactants N(CCN1C2C(=CC=CC=2)C(C)(C)C1[CH2:17][O:18][CH:19]1[CH:24]([C:25]2[CH:30]=[CH:29][C:28]([O:31][CH2:32][CH2:33][CH2:34][O:35][CH2:36][C:37]3[CH:42]=[CH:41][CH:40]=[CH:39][C:38]=3[O:43][CH3:44])=[CH:27][CH:26]=2)[CH2:23][CH2:22][N:21]([C:45]([O:47][C:48]([CH3:51])([CH3:50])[CH3:49])=[O:46])[CH2:20]1)=[N+]=[N-].[NH3:52].[C:66]1(P([C:66]2[CH:71]=[CH:70][CH:69]=[CH:68][CH:67]=2)[C:66]2[CH:71]=[CH:70][CH:69]=[CH:68][CH:67]=2)[CH:71]=[CH:70][CH:69]=[CH:68][CH:67]=1.O1[CH2:76][CH2:75][CH2:74]C1, predict the reaction product. (8) Given the reactants OC[C:3]([CH3:14])(C)[C:4]([O:6][CH2:7][C:8](C)([CH2:10][OH:11])C)=O.C1[O:17][CH2:16]1.[CH2:18]1[O:21][CH:19]1[CH3:20].[OH:22][C:23]1[CH:28]=[CH:27][C:26]([C:29]([C:32]2C=[CH:36][C:35]([OH:38])=[CH:34][CH:33]=2)([CH3:31])[CH3:30])=[CH:25][CH:24]=1, predict the reaction product. The product is: [CH3:31][C:29]([C:32]1[CH:14]=[CH:3][C:4]([O:6][CH2:7][CH:8]2[O:11][CH2:10]2)=[CH:34][CH:33]=1)([C:26]1[CH:27]=[CH:28][C:23]([O:22][CH2:20][CH:19]2[O:21][CH2:18]2)=[CH:24][CH:25]=1)[CH3:30].[CH:19]([O:21][CH2:18][CH2:16][O:17][CH2:36][CH2:35][O:38][CH2:8][CH2:7][O:6][CH:4]=[CH2:3])=[CH2:20]. (9) Given the reactants [NH2:1][C:2]([C:4]1[CH:5]=[N:6][C:7]2[C:12]([C:13]=1[NH:14][C:15]1[CH:16]=[C:17]([CH:23]=[CH:24][CH:25]=1)[C:18]([O:20]CC)=[O:19])=[CH:11][CH:10]=[C:9]([Br:26])[CH:8]=2)=[O:3].[OH-].[Na+], predict the reaction product. The product is: [NH2:1][C:2]([C:4]1[CH:5]=[N:6][C:7]2[C:12]([C:13]=1[NH:14][C:15]1[CH:16]=[C:17]([CH:23]=[CH:24][CH:25]=1)[C:18]([OH:20])=[O:19])=[CH:11][CH:10]=[C:9]([Br:26])[CH:8]=2)=[O:3].